This data is from Reaction yield outcomes from USPTO patents with 853,638 reactions. The task is: Predict the reaction yield, written as a fraction of the theoretical maximum amount of product (1.0 means a 100% yield; for example, 0.34 means a 34% yield). The reactants are [CH2:1]([O:8][C:9]1[CH:14]=[CH:13][C:12]([C:15](=[O:17])[CH3:16])=[CH:11][C:10]=1[O:18][CH3:19])[C:2]1[CH:7]=[CH:6][CH:5]=[CH:4][CH:3]=1.[N+:20]([O-])([OH:22])=[O:21].S(=O)(=O)(O)O. The catalyst is ClCCl. The product is [CH2:1]([O:8][C:9]1[C:10]([O:18][CH3:19])=[CH:11][C:12]([C:15](=[O:17])[CH3:16])=[C:13]([N+:20]([O-:22])=[O:21])[CH:14]=1)[C:2]1[CH:3]=[CH:4][CH:5]=[CH:6][CH:7]=1. The yield is 0.600.